Dataset: Reaction yield outcomes from USPTO patents with 853,638 reactions. Task: Predict the reaction yield, written as a fraction of the theoretical maximum amount of product (1.0 means a 100% yield; for example, 0.34 means a 34% yield). The reactants are [CH3:1][C:2]1([CH3:16])[C:7]2[CH:8]=[C:9](B(O)O)[CH:10]=[CH:11][C:6]=2[NH:5][C:4](=[O:15])[O:3]1.C(=O)([O-])[O-].[Na+].[Na+].[Br-].[Li+].[C:25]([O:28][CH2:29][CH3:30])(=O)C. The catalyst is COCCOC.O.[Pd].C1(P(C2C=CC=CC=2)C2C=CC=CC=2)C=CC=CC=1.C1(P(C2C=CC=CC=2)C2C=CC=CC=2)C=CC=CC=1.C1(P(C2C=CC=CC=2)C2C=CC=CC=2)C=CC=CC=1.C1(P(C2C=CC=CC=2)C2C=CC=CC=2)C=CC=CC=1. The product is [CH3:1][C:2]1([CH3:16])[O:3][C:4](=[O:15])[NH:5][C:6]2[CH:11]=[CH:10][C:9]([C:1]3[CH:2]=[C:7]([CH:8]=[C:29]([O:28][CH3:25])[CH:30]=3)[C:6]#[N:5])=[CH:8][C:7]1=2. The yield is 0.530.